Dataset: Forward reaction prediction with 1.9M reactions from USPTO patents (1976-2016). Task: Predict the product of the given reaction. Given the reactants [NH2:1][NH:2][C:3]([C:5]1[C:14]2[C:9](=[CH:10][CH:11]=[CH:12][CH:13]=2)[CH:8]=[CH:7][N:6]=1)=[NH:4].[N+:15]([C:18]1[CH:19]=[CH:20][C:21]([OH:26])=[C:22]([CH:25]=1)[CH:23]=O)([O-:17])=[O:16], predict the reaction product. The product is: [N+:15]([C:18]1[CH:19]=[CH:20][C:21]([OH:26])=[C:22]([C:23]2[NH:1][N:2]=[C:3]([C:5]3[C:14]4[C:9](=[CH:10][CH:11]=[CH:12][CH:13]=4)[CH:8]=[CH:7][N:6]=3)[N:4]=2)[CH:25]=1)([O-:17])=[O:16].